Dataset: Forward reaction prediction with 1.9M reactions from USPTO patents (1976-2016). Task: Predict the product of the given reaction. (1) Given the reactants Br[C:2]1[CH:7]=[CH:6][C:5]([CH:8]([C:21]2[CH:26]=[CH:25][CH:24]=[CH:23][C:22]=2[CH3:27])[CH2:9]/[C:10](/[C:13]2[CH:14]=[CH:15][C:16](=[O:20])[N:17]([CH3:19])[CH:18]=2)=[N:11]\[OH:12])=[CH:4][CH:3]=1.[C:28]([CH2:31][CH2:32][C:33]1[CH:38]=[CH:37][C:36](B(O)O)=[CH:35][CH:34]=1)([OH:30])=[O:29].O.C(=O)([O-])[O-].[Na+].[Na+], predict the reaction product. The product is: [OH:12]/[N:11]=[C:10](/[C:13]1[CH:14]=[CH:15][C:16](=[O:20])[N:17]([CH3:19])[CH:18]=1)\[CH2:9][CH:8]([C:5]1[CH:6]=[CH:7][C:2]([C:36]2[CH:37]=[CH:38][C:33]([CH2:32][CH2:31][C:28]([OH:30])=[O:29])=[CH:34][CH:35]=2)=[CH:3][CH:4]=1)[C:21]1[CH:26]=[CH:25][CH:24]=[CH:23][C:22]=1[CH3:27]. (2) Given the reactants [N+:1]([C:4]1[C:5]2[N:6]([N:27]=[N:28][N:29]=2)[C:7]2[C:12]([C:13]=1[NH:14][CH2:15][CH2:16][O:17][CH2:18][CH2:19][CH2:20][C:21]1[CH:22]=[N:23][CH:24]=[CH:25][CH:26]=1)=[CH:11][CH:10]=[CH:9][CH:8]=2)([O-])=O.[H][H], predict the reaction product. The product is: [N:23]1[CH:24]=[CH:25][CH:26]=[C:21]([CH2:20][CH2:19][CH2:18][O:17][CH2:16][CH2:15][NH:14][C:13]2[C:12]3[C:7](=[CH:8][CH:9]=[CH:10][CH:11]=3)[N:6]3[N:27]=[N:28][N:29]=[C:5]3[C:4]=2[NH2:1])[CH:22]=1. (3) Given the reactants Cl[C:2]1[CH:7]=[C:6]([Cl:8])[N:5]=[C:4]([NH:9][C:10]2[CH:15]=[CH:14][C:13]([O:16][C:17]([F:20])([F:19])[F:18])=[CH:12][CH:11]=2)[N:3]=1.[CH3:21][S:22]([C:25]1[CH:26]=[C:27](B(O)O)[CH:28]=[CH:29][CH:30]=1)(=[O:24])=[O:23].C(=O)([O-])[O-].[Na+].[Na+], predict the reaction product. The product is: [Cl:8][C:6]1[CH:7]=[C:2]([C:29]2[CH:28]=[CH:27][CH:26]=[C:25]([S:22]([CH3:21])(=[O:24])=[O:23])[CH:30]=2)[N:3]=[C:4]([NH:9][C:10]2[CH:15]=[CH:14][C:13]([O:16][C:17]([F:20])([F:19])[F:18])=[CH:12][CH:11]=2)[N:5]=1.